Dataset: Catalyst prediction with 721,799 reactions and 888 catalyst types from USPTO. Task: Predict which catalyst facilitates the given reaction. (1) Reactant: [Br:1][CH2:2][O:3][CH3:4].[CH2:5]([P:7]([CH2:10][CH3:11])[CH2:8][CH3:9])[CH3:6].CCCCCC. Product: [Br-:1].[CH2:5]([P+:7]([CH2:10][CH3:11])([CH2:8][CH3:9])[CH2:2][O:3][CH3:4])[CH3:6]. The catalyst class is: 11. (2) Product: [F:27][C:24]1[CH:25]=[CH:26][C:21]([CH2:20][O:1][C:2]2[CH:7]=[CH:6][N:5]([CH2:8][CH2:9][C:10]3[CH:15]=[CH:14][C:13]([CH2:16][OH:17])=[CH:12][CH:11]=3)[C:4](=[O:18])[CH:3]=2)=[CH:22][CH:23]=1. The catalyst class is: 290. Reactant: [OH:1][C:2]1[CH:7]=[CH:6][N:5]([CH2:8][CH2:9][C:10]2[CH:15]=[CH:14][C:13]([CH2:16][OH:17])=[CH:12][CH:11]=2)[C:4](=[O:18])[CH:3]=1.Br[CH2:20][C:21]1[CH:26]=[CH:25][C:24]([F:27])=[CH:23][CH:22]=1.C(=O)([O-])[O-].[K+].[K+].CN(C=O)C.